Dataset: Experimentally validated miRNA-target interactions with 360,000+ pairs, plus equal number of negative samples. Task: Binary Classification. Given a miRNA mature sequence and a target amino acid sequence, predict their likelihood of interaction. (1) The miRNA is mmu-miR-3085-3p with sequence UCUGGCUGCUAUGGCCCCCUC. The protein sequence of the target gene is MASPGSGFWSFGSEDGSADPENPGTARAWCQVAQKFTGGIGNKLCALLYGDSGKPAEGGGSVTSRAATGKVACTCDQKPCNCPKGDVNYAFLHATDLLPACDGERPTLAFLQDVMNILLQYVVKSFDRSTKVIDFHYPNELLQEYNWELADQPQNLEEILTHCQTTLKYAIKTGHPRYFNQLSTGLDMVGLAADWLTSTANTNMFTYEIAPVFVLLEYVTLKKMREIIGWPGGSGDGIFSPGGAISNMYAMLIARYKMFPEVKEKGMAAVPRLIAFTSEHSHFSLKKGAAALGIGTDSVI.... Result: 1 (interaction). (2) The miRNA is hsa-miR-3064-3p with sequence UUGCCACACUGCAACACCUUACA. The protein sequence of the target gene is MPKLQGFEFWSRTLRGARHVVAPMVDQSELAWRLLSRRHGAQLCYTPMLHAQVFVRDANYRKENLYCEVCPEDRPLIVQFCANDPEVFVQAALLAQDYCDAIDLNLGCPQMIAKRGHYGAFLQDEWDLLQRMILLAHEKLSVPVTCKIRVFPEIDKTVRYAQMLEKAGCQLLTVHGRTKEQKGPLSGAASWEHIKAVRKAVAIPVFANGNIQCLQDVERCLRDTGVQGVMSAEGNLHNPALFEGRSPAVWELAEEYLDIVREHPCPLSYVRAHLFKLWHHTLQVHQELREELAKVKTLEG.... Result: 0 (no interaction). (3) The miRNA is mmu-miR-466e-5p with sequence GAUGUGUGUGUACAUGUACAUA. The protein sequence of the target gene is MGRVPLAWWLALCCWGCAAHKDTQTEAGSPFVGNPGNITGARGLTGTLRCELQVQGEPPEVVWLRDGQILELADNTQTQVPLGEDWQDEWKVVSQLRISALQLSDAGEYQCMVHLEGRTFVSQPGFVGLEGLPYFLEEPEDKAVPANTPFNLSCQAQGPPEPVTLLWLQDAVPLAPVTGHSSQHSLQTPGLNKTSSFSCEAHNAKGVTTSRTATITVLPQRPHHLHVVSRQPTELEVAWTPGLSGIYPLTHCNLQAVLSDDGVGIWLGKSDPPEDPLTLQVSVPPHQLRLEKLLPHTPYH.... Result: 0 (no interaction). (4) Result: 1 (interaction). The miRNA is mmu-miR-669e-5p with sequence UGUCUUGUGUGUGCAUGUUCAU. The protein sequence of the target gene is MEPRVAELKQKIEDTLCPFGFEVYPFQVAWYNELLPPAFHLPFPGPTLAFLVLSTPAMFDRALKPFLKSCHFQTLRDPVDQCVSYHLRSVTEKFPEVHMEVIADYEVHPNRRPKILAQTAAHVAGAAYYYQRQDVDADPWGTQHIAGVCIHPRFGGWFAIRGVMLLPGIEVPNLPPRKPPDCVPTRAGRITLLEGFNFHWRDWTYRDAVTPEERYSEEQKIYFSTPPAQRLALLGLAQPSEHPSTTSELPLSLLTKPQNSRRARSWLSPSVSPPVSPGP. (5) The miRNA is hsa-miR-4747-3p with sequence AAGGCCCGGGCUUUCCUCCCAG. The protein sequence of the target gene is MKHLNTVMAESPALITIFLLGYLLSTECAVFLDRENATKILTRPKRYNSGKLEEFVRGNLERECIEERCSFEEAREVFENTEKTTEFWKQYVDGDQCESNPCLNGGICKDDISSYECWCQVGFEGRNCELDATCNIKNGRCKQFCKNSPDNKVICSCTEGYQLAEDQKSCEPTVPFPCGRASISYSSKKITRAETVFSNMDYENSTEAVFIQDDITDGAILNNVTESSESLNDFTRVVGGENAKPGQIPWQVILNGEIEAFCGGAIINEKWIVTAAHCLKPGDKIEVVAGEYNIDKKEDT.... Result: 0 (no interaction). (6) The miRNA is mmu-miR-139-5p with sequence UCUACAGUGCACGUGUCUCCAG. The protein sequence of the target gene is MAATASPGAGRMDGKPRTSPKSVKFLFGGLAGMGATVFVQPLDLVKNRMQLSGEGAKTREYKTSFHALTSILKTEGLKGIYTGLSAGLLRQATYTTTRLGIYTVLFERLTGADGTPPGFLLKALIGMTAGATGAFVGTPAEVALIRMTADGRLPADQRRGYKNVFNALVRIAREEGVPTLWRGCIPTMARAVVVNAAQLASYSQSKQFLLDSGYFSDNILCHFCASMISGLVTTAASMPVDIVKTRIQNMRMIDGKPEYKNGLDVLLKVVRYEGFFSLWKGFTPYYARLGPHTVLTFIFL.... Result: 0 (no interaction). (7) The miRNA is hsa-miR-578 with sequence CUUCUUGUGCUCUAGGAUUGU. The protein sequence of the target gene is MAAHGGSAASSALKGLIQQFTTITGASESVGKHMLEACNNNLEMAVTMFLDGGGIAEEPSTSSASVSTVRPHTEEEVRAPIPQKQEILVEPEPLFGAPKRRRPARSIFDGFRDFQTETIRQEQELRNGGAIDKKLTTLADLFRPPIDLMHKGSFETAKECGQMQNKWLMINIQNVQDFACQCLNRDVWSNEAVKNIIREHFIFWQVYHDSEEGQRYIQFYKLGDFPYVSILDPRTGQKLVEWHQLDVSSFLDQVTGFLGEHGQLDGLSSSPPKKCARSESLIDASEDSQLEAAIRASLQE.... Result: 1 (interaction).